This data is from Reaction yield outcomes from USPTO patents with 853,638 reactions. The task is: Predict the reaction yield, written as a fraction of the theoretical maximum amount of product (1.0 means a 100% yield; for example, 0.34 means a 34% yield). (1) The reactants are [CH3:1][C:2]1[C:11]([NH:12][C@H:13]2[CH2:18][CH2:17][CH2:16][NH:15][CH2:14]2)=[N:10][C:9]2[C:4](=[CH:5][CH:6]=[CH:7][C:8]=2[C:19]2[NH:27][C:26]3[CH2:25][CH2:24][NH:23][C:22](=[O:28])[C:21]=3[CH:20]=2)[N:3]=1.[CH3:29][C:30](OC(C)=O)=[O:31]. The catalyst is C(Cl)Cl. The product is [C:30]([N:15]1[CH2:16][CH2:17][CH2:18][C@H:13]([NH:12][C:11]2[C:2]([CH3:1])=[N:3][C:4]3[C:9]([N:10]=2)=[C:8]([C:19]2[NH:27][C:26]4[CH2:25][CH2:24][NH:23][C:22](=[O:28])[C:21]=4[CH:20]=2)[CH:7]=[CH:6][CH:5]=3)[CH2:14]1)(=[O:31])[CH3:29]. The yield is 0.300. (2) The reactants are [CH3:1][O:2][C:3]1[CH:8]=[CH:7][CH:6]=[C:5]([O:9][CH3:10])[CH:4]=1.[Li][CH2:12][CH2:13][CH2:14][CH3:15].Cl[CH:17]([PH2:19])Cl.[CH3:20][OH:21].[CH2:22]([O:24][CH2:25]C)[CH3:23]. The catalyst is CN(C)CCN(C)C. The product is [CH3:1][O:2][C:3]1[CH:8]=[CH:7][CH:6]=[C:5]([O:9][CH3:10])[C:4]=1[P:19]([C:15]1[C:22]([O:24][CH3:25])=[CH:23][CH:12]=[CH:13][C:14]=1[O:21][CH3:20])[CH3:17]. The yield is 0.480. (3) The reactants are COC(C1[C:13]2[C:8](=[CH:9][CH:10]=[C:11]([Br:14])[CH:12]=2)NC=1)=O.[C:15](=[O:18])([O-])[O-:16].[K+].[K+].[CH3:21][N:22]([CH:24]=O)[CH3:23].I[CH3:27]. The catalyst is ClCCl. The product is [CH3:27][O:16][C:15]([C:13]1[C:8]2[C:21](=[CH:12][C:11]([Br:14])=[CH:10][CH:9]=2)[N:22]([CH3:23])[CH:24]=1)=[O:18]. The yield is 0.990. (4) The reactants are [C:1](OC)([CH3:4])([CH3:3])[CH3:2].[F:7][C:8]1[CH:9]=[C:10]([OH:14])[CH:11]=[CH:12][CH:13]=1. The catalyst is C(Cl)Cl.[Cl-].[Cl-].[Cl-].[Cl-].[Zr+4]. The product is [C:1]([C:13]1[CH:12]=[CH:11][C:10]([OH:14])=[CH:9][C:8]=1[F:7])([CH3:4])([CH3:3])[CH3:2]. The yield is 0.510. (5) The reactants are Br[C:2]1[C:10]2[O:9][CH2:8][C@H:7]([C:11]3[CH:16]=[CH:15][C:14]([CH:17]([CH3:19])[CH3:18])=[CH:13][CH:12]=3)[C:6]=2[C:5]([CH3:20])=[C:4]([NH:21][C:22](=[O:28])[CH2:23][C:24]([CH3:27])([CH3:26])[CH3:25])[C:3]=1[CH3:29].[O:30]1[CH:34]=[CH:33][CH:32]=[C:31]1C(C1C=CC=CC=1)(C1C=CC=CC=1)O. No catalyst specified. The product is [O:30]1[CH:34]=[CH:33][CH:32]=[C:31]1[C:2]1[C:10]2[O:9][CH2:8][C@H:7]([C:11]3[CH:12]=[CH:13][C:14]([CH:17]([CH3:19])[CH3:18])=[CH:15][CH:16]=3)[C:6]=2[C:5]([CH3:20])=[C:4]([NH:21][C:22](=[O:28])[CH2:23][C:24]([CH3:26])([CH3:25])[CH3:27])[C:3]=1[CH3:29]. The yield is 0.0600. (6) The reactants are [CH2:1]([O:3][C:4]([C:6]1([NH:11][C:12]([CH:14]2[CH2:18][CH:17]([O:19][C:20]3[C:29]4[C:24](=[C:25]([CH3:32])[C:26]([O:30][CH3:31])=[CH:27][CH:28]=4)[N:23]=C(C4C=CC=C(C)N=4)[CH:21]=3)[CH2:16][CH:15]2[C:40](O)=[O:41])=[O:13])[CH2:8][CH:7]1[CH:9]=[CH2:10])=[O:5])[CH3:2].Cl.[CH3:44][NH:45][CH2:46][CH2:47][CH2:48][CH2:49][CH:50]=[CH2:51].[CH:52]([N:55]([CH:58]([CH3:60])[CH3:59])CC)([CH3:54])[CH3:53].[CH3:61]N(C(ON1N=NC2C=CC=NC1=2)=[N+](C)C)C.F[P-](F)(F)(F)(F)F. The catalyst is CN(C=O)C. The product is [CH2:1]([O:3][C:4]([C:6]1([NH:11][C:12]([CH:14]2[CH2:18][CH:17]([O:19][C:20]3[C:29]4[C:24](=[C:25]([CH3:32])[C:26]([O:30][CH3:31])=[CH:27][CH:28]=4)[N:23]=[C:60]([C:58]4[CH:59]=[CH:61][CH:54]=[C:52]([CH3:53])[N:55]=4)[CH:21]=3)[CH2:16][CH:15]2[C:40](=[O:41])[N:45]([CH2:46][CH2:47][CH2:48][CH2:49][CH:50]=[CH2:51])[CH3:44])=[O:13])[CH2:8][CH:7]1[CH:9]=[CH2:10])=[O:5])[CH3:2]. The yield is 0.820. (7) The reactants are [ClH:1].[C:2]([C:6]1[CH:16]=[CH:15][CH:14]=[CH:13][C:7]=1[O:8][CH2:9][CH2:10][NH:11][CH3:12])([CH3:5])([CH3:4])[CH3:3].[N:17]1[C:18]([C:26]([OH:28])=O)=[CH:19][N:20]2[C:25]=1[CH:24]=[CH:23][CH:22]=[N:21]2. No catalyst specified. The product is [C:2]([C:6]1[CH:16]=[C:15]([Cl:1])[CH:14]=[CH:13][C:7]=1[O:8][CH2:9][CH2:10][N:11]([CH3:12])[C:26]([C:18]1[N:17]=[C:25]2[CH:24]=[CH:23][CH:22]=[N:21][N:20]2[CH:19]=1)=[O:28])([CH3:5])([CH3:3])[CH3:4]. The yield is 0.720. (8) The yield is 0.740. The reactants are [F:1][C:2]([F:27])([F:26])[CH2:3][NH:4][C:5]([C:7]1[N:8]=[C:9]([C:19]2[CH:24]=[CH:23][CH:22]=[CH:21][C:20]=2[Cl:25])[N:10]([C:12]2[CH:17]=[CH:16][C:15](Br)=[CH:14][CH:13]=2)[CH:11]=1)=[O:6].[CH3:28][S:29]([C:32]1[CH:33]=[C:34](B(O)O)[CH:35]=[CH:36][CH:37]=1)(=[O:31])=[O:30].C([O-])([O-])=O.[K+].[K+].COCCOC. The product is [F:1][C:2]([F:27])([F:26])[CH2:3][NH:4][C:5]([C:7]1[N:8]=[C:9]([C:19]2[CH:24]=[CH:23][CH:22]=[CH:21][C:20]=2[Cl:25])[N:10]([C:12]2[CH:17]=[CH:16][C:15]([C:36]3[CH:35]=[CH:34][CH:33]=[C:32]([S:29]([CH3:28])(=[O:31])=[O:30])[CH:37]=3)=[CH:14][CH:13]=2)[CH:11]=1)=[O:6]. The catalyst is CCOC(C)=O.Cl[Pd]Cl.C1C=CC(P(C2C=CC=CC=2)[C-]2C=CC=C2)=CC=1.C1C=CC(P(C2C=CC=CC=2)[C-]2C=CC=C2)=CC=1.[Fe+2].O.